This data is from Full USPTO retrosynthesis dataset with 1.9M reactions from patents (1976-2016). The task is: Predict the reactants needed to synthesize the given product. (1) The reactants are: C(O[BH-](OC(=O)C)OC(=O)C)(=O)C.[Na+].[Cl:15][C:16]1[CH:17]=[C:18]2[C:22](=[CH:23][CH:24]=1)[N:21]([CH3:25])[C:20]([C:26]1[CH:31]=[CH:30][C:29]([Cl:32])=[CH:28][CH:27]=1)=[C:19]2[CH2:33][CH2:34][CH:35]=O.[C:37]1([CH2:43][C:44]2([OH:50])[CH2:49][CH2:48][NH:47][CH2:46][CH2:45]2)[CH:42]=[CH:41][CH:40]=[CH:39][CH:38]=1.C(O)(=O)C.C(=O)([O-])O.[Na+]. Given the product [ClH:15].[Cl:15][C:16]1[CH:17]=[C:18]2[C:22](=[CH:23][CH:24]=1)[N:21]([CH3:25])[C:20]([C:26]1[CH:31]=[CH:30][C:29]([Cl:32])=[CH:28][CH:27]=1)=[C:19]2[CH2:33][CH2:34][CH2:35][N:47]1[CH2:48][CH2:49][C:44]([CH2:43][C:37]2[CH:38]=[CH:39][CH:40]=[CH:41][CH:42]=2)([OH:50])[CH2:45][CH2:46]1, predict the reactants needed to synthesize it. (2) Given the product [CH3:26][O:25][C:23]1[CH:24]=[C:19]([C:17]2[CH:16]=[C:15]3[C:10](=[C:9]([CH3:8])[CH:18]=2)[C:11](=[O:12])[N:6]([C:4]2[CH:5]=[N:1][NH:2][CH:3]=2)[CH2:29]3)[CH:20]=[N:21][C:22]=1[O:27][CH3:28], predict the reactants needed to synthesize it. The reactants are: [NH:1]1[CH:5]=[C:4]([NH2:6])[CH:3]=[N:2]1.Br[CH2:8][C:9]1[CH:18]=[C:17]([C:19]2[CH:20]=[N:21][C:22]([O:27][CH3:28])=[C:23]([O:25][CH3:26])[CH:24]=2)[CH:16]=[C:15]([CH3:29])[C:10]=1[C:11](OC)=[O:12].CCN(C(C)C)C(C)C. (3) Given the product [O:15]=[C:16]([NH:31][C@@H:32]1[CH2:39][CH2:35][N:34]([CH:11]2[CH2:12][CH2:13][CH:8]([O:1][C:2]3[CH:7]=[CH:6][CH:5]=[CH:4][CH:3]=3)[CH2:9][CH2:10]2)[CH2:33]1)[CH2:17][NH:18][C:19](=[O:30])[C:20]1[CH:25]=[CH:24][CH:23]=[C:22]([C:26]([F:29])([F:28])[F:27])[CH:21]=1, predict the reactants needed to synthesize it. The reactants are: [O:1]([CH:8]1[CH2:13][CH2:12][C:11](=O)[CH2:10][CH2:9]1)[C:2]1[CH:7]=[CH:6][CH:5]=[CH:4][CH:3]=1.[O:15]=[C:16]([NH:31][CH2:32][C:33](=O)[NH:34][C@@H:35]1[CH2:39]CNC1)[CH2:17][NH:18][C:19](=[O:30])[C:20]1[CH:25]=[CH:24][CH:23]=[C:22]([C:26]([F:29])([F:28])[F:27])[CH:21]=1.[BH-](OC(C)=O)(OC(C)=O)OC(C)=O.[Na+]. (4) Given the product [CH3:6][N:5]1[C:3](=[O:4])[CH:2]([C:7]2[CH:19]=[CH:18][C:10]([C:11]([O:13][C:14]([CH3:15])([CH3:16])[CH3:17])=[O:12])=[CH:9][CH:8]=2)[O:1][C:25]1=[O:26], predict the reactants needed to synthesize it. The reactants are: [OH:1][CH:2]([C:7]1[CH:19]=[CH:18][C:10]([C:11]([O:13][C:14]([CH3:17])([CH3:16])[CH3:15])=[O:12])=[CH:9][CH:8]=1)[C:3]([NH:5][CH3:6])=[O:4].C1N=CN([C:25](N2C=NC=C2)=[O:26])C=1. (5) Given the product [C:1]([O:5][C:6]([N:8]1[CH2:13][CH2:12][CH:11]([O:14][CH2:15][C:16]2[S:37][C:19]([C:21]3[CH:26]=[CH:25][N:24]=[CH:23][CH:22]=3)=[N:18][N:17]=2)[CH2:10][CH2:9]1)=[O:7])([CH3:4])([CH3:3])[CH3:2], predict the reactants needed to synthesize it. The reactants are: [C:1]([O:5][C:6]([N:8]1[CH2:13][CH2:12][CH:11]([O:14][CH2:15][C:16](=O)[NH:17][NH:18][C:19]([C:21]2[CH:26]=[CH:25][N:24]=[CH:23][CH:22]=2)=O)[CH2:10][CH2:9]1)=[O:7])([CH3:4])([CH3:3])[CH3:2].COC1C=CC(P2(SP(C3C=CC(OC)=CC=3)(=S)S2)=[S:37])=CC=1. (6) The reactants are: O=[C:2]1[CH2:7][CH2:6][N:5]([C:8]2[CH:21]=[CH:20][C:11]([C:12]([NH:14][CH2:15][C:16]([O:18][CH3:19])=[O:17])=[O:13])=[CH:10][CH:9]=2)[CH2:4][CH2:3]1.[NH2:22][CH2:23][C@@H:24]([C:26]1[CH:27]=[CH:28][C:29]([OH:37])=[C:30]([NH:32][S:33]([CH3:36])(=[O:35])=[O:34])[CH:31]=1)[OH:25]. Given the product [CH3:19][O:18][C:16](=[O:17])[CH2:15][NH:14][C:12](=[O:13])[C:11]1[CH:20]=[CH:21][C:8]([N:5]2[CH2:6][CH2:7][CH:2]([NH:22][CH2:23][C@H:24]([OH:25])[C:26]3[CH:27]=[CH:28][C:29]([OH:37])=[C:30]([NH:32][S:33]([CH3:36])(=[O:35])=[O:34])[CH:31]=3)[CH2:3][CH2:4]2)=[CH:9][CH:10]=1, predict the reactants needed to synthesize it. (7) Given the product [Br:3][C:4]1[CH:5]=[C:6]([N:11]2[CH:15]=[CH:14][N:13]=[CH:12]2)[CH:7]=[CH:8][CH:9]=1, predict the reactants needed to synthesize it. The reactants are: [H-].[Na+].[Br:3][C:4]1[CH:5]=[C:6](F)[CH:7]=[CH:8][CH:9]=1.[NH:11]1[CH:15]=[CH:14][N:13]=[CH:12]1. (8) Given the product [Cl:19][C:18]1[C:13]([O:11][C:7]2[CH:6]=[C:5]3[C:10](=[CH:9][CH:8]=2)[N:1]=[CH:2][CH:3]=[CH:4]3)=[N:14][CH:15]=[C:16]([N+:20]([O-:22])=[O:21])[CH:17]=1, predict the reactants needed to synthesize it. The reactants are: [N:1]1[C:10]2[C:5](=[CH:6][C:7]([OH:11])=[CH:8][CH:9]=2)[CH:4]=[CH:3][CH:2]=1.Cl[C:13]1[C:18]([Cl:19])=[CH:17][C:16]([N+:20]([O-:22])=[O:21])=[CH:15][N:14]=1.